This data is from Reaction yield outcomes from USPTO patents with 853,638 reactions. The task is: Predict the reaction yield, written as a fraction of the theoretical maximum amount of product (1.0 means a 100% yield; for example, 0.34 means a 34% yield). (1) The reactants are [Cl-].[Cl-].[Cl-].[Al+3].[Cl:5][C:6]([Cl:11])([Cl:10])[C:7](Cl)=[O:8].[NH:12]1[C:16]2=[N:17][CH:18]=[CH:19][CH:20]=[C:15]2[CH:14]=[CH:13]1. The catalyst is C(Cl)Cl.Cl.O. The product is [Cl:5][C:6]([Cl:11])([Cl:10])[C:7]([C:14]1[C:15]2[C:16](=[N:17][CH:18]=[CH:19][CH:20]=2)[NH:12][CH:13]=1)=[O:8]. The yield is 0.500. (2) The reactants are [Cl:1][C:2]1[CH:7]=[CH:6][CH:5]=[C:4]([F:8])[C:3]=1[C:9]1[C:13]([NH2:14])=[C:12]([C:15]2[CH:16]=[N:17][N:18]([C:24]3[CH:29]=[CH:28][CH:27]=[C:26]([Cl:30])[CH:25]=3)[C:19]=2[C:20]([F:23])([F:22])[F:21])[O:11][N:10]=1.O.[CH:32](O)=[O:33]. No catalyst specified. The product is [Cl:1][C:2]1[CH:7]=[CH:6][CH:5]=[C:4]([F:8])[C:3]=1[C:9]1[C:13]([NH:14][CH:32]=[O:33])=[C:12]([C:15]2[CH:16]=[N:17][N:18]([C:24]3[CH:29]=[CH:28][CH:27]=[C:26]([Cl:30])[CH:25]=3)[C:19]=2[C:20]([F:21])([F:23])[F:22])[O:11][N:10]=1. The yield is 0.750. (3) The reactants are Br[C:2]1[CH:7]=[CH:6][C:5]([S:8]([NH:11][C:12]([CH3:18])([CH3:17])[C:13]([F:16])([F:15])[F:14])(=[O:10])=[O:9])=[CH:4][CH:3]=1.[B:19]1([B:19]2[O:23][C:22]([CH3:25])([CH3:24])[C:21]([CH3:27])([CH3:26])[O:20]2)[O:23][C:22]([CH3:25])([CH3:24])[C:21]([CH3:27])([CH3:26])[O:20]1.C([O-])(=O)C.[K+]. The catalyst is O1CCOCC1.C1C=CC(P(C2C=CC=CC=2)[C-]2C=CC=C2)=CC=1.C1C=CC(P(C2C=CC=CC=2)[C-]2C=CC=C2)=CC=1.Cl[Pd]Cl.[Fe+2]. The product is [CH3:26][C:21]1([CH3:27])[C:22]([CH3:25])([CH3:24])[O:23][B:19]([C:2]2[CH:7]=[CH:6][C:5]([S:8]([NH:11][C:12]([CH3:18])([CH3:17])[C:13]([F:16])([F:15])[F:14])(=[O:10])=[O:9])=[CH:4][CH:3]=2)[O:20]1. The yield is 0.780. (4) The reactants are [CH3:1][C:2]1[CH:7]=[CH:6][N:5]=[CH:4][C:3]=1[N:8]1[CH2:12][CH2:11][NH:10][C:9]1=[O:13].Br[C:15]1[C:19]2[C:20]([Cl:24])=[N:21][CH:22]=[CH:23][C:18]=2[S:17][CH:16]=1.N[C@@H]1CCCC[C@H]1N.P([O-])([O-])([O-])=O.[K+].[K+].[K+]. The catalyst is [Cu](I)I.O1CCOCC1. The product is [Cl:24][C:20]1[C:19]2[C:15]([N:10]3[CH2:11][CH2:12][N:8]([C:3]4[CH:4]=[N:5][CH:6]=[CH:7][C:2]=4[CH3:1])[C:9]3=[O:13])=[CH:16][S:17][C:18]=2[CH:23]=[CH:22][N:21]=1. The yield is 0.100. (5) The reactants are [CH:1]([C@@H:4]1[C:10]2[CH:11]=[CH:12][C:13]([C:15]([O:17][CH3:18])=[O:16])=[CH:14][C:9]=2[O:8][CH2:7][CH2:6][NH:5]1)([CH3:3])[CH3:2].C(O)(C(F)(F)F)=O.CCN(CC)CC.[O:33]1[CH2:38][CH2:37][CH:36]([C:39](Cl)=[O:40])[CH2:35][CH2:34]1. The catalyst is C(Cl)Cl. The product is [CH:1]([C@@H:4]1[C:10]2[CH:11]=[CH:12][C:13]([C:15]([O:17][CH3:18])=[O:16])=[CH:14][C:9]=2[O:8][CH2:7][CH2:6][N:5]1[C:39]([CH:36]1[CH2:37][CH2:38][O:33][CH2:34][CH2:35]1)=[O:40])([CH3:3])[CH3:2]. The yield is 0.690. (6) The yield is 0.960. The product is [O:21]=[C:15]([CH2:11][C:10](=[O:12])[C:7]1[CH:6]=[CH:5][C:4]([O:3][C:2]([F:13])([F:14])[F:1])=[CH:9][CH:8]=1)[C:16]([O:18][CH3:19])=[O:17]. The reactants are [F:1][C:2]([F:14])([F:13])[O:3][C:4]1[CH:9]=[CH:8][C:7]([C:10](=[O:12])[CH3:11])=[CH:6][CH:5]=1.[C:15](OCC)(=[O:21])[C:16]([O:18][CH2:19]C)=[O:17].C[O-].[Na+]. The catalyst is CO. (7) The yield is 0.410. The catalyst is C(#N)C. The reactants are Cl.Cl.[NH:3]1[CH2:6][CH:5]([C:7]2[C:8]([O:28][CH3:29])=[C:9]([CH:15]([N:17]3[C:21]4=[N:22][CH:23]=[N:24][C:25]([NH2:26])=[C:20]4[C:19]([CH3:27])=[N:18]3)[CH3:16])[CH:10]=[C:11]([Cl:14])[C:12]=2[CH3:13])[CH2:4]1.[C:30]1(=[CH:34][C:35]#[N:36])[CH2:33][CH2:32][CH2:31]1.N12CCCN=C1CCCCC2. The product is [NH2:26][C:25]1[N:24]=[CH:23][N:22]=[C:21]2[N:17]([CH:15]([C:9]3[C:8]([O:28][CH3:29])=[C:7]([CH:5]4[CH2:4][N:3]([C:30]5([CH2:34][C:35]#[N:36])[CH2:33][CH2:32][CH2:31]5)[CH2:6]4)[C:12]([CH3:13])=[C:11]([Cl:14])[CH:10]=3)[CH3:16])[N:18]=[C:19]([CH3:27])[C:20]=12. (8) The reactants are [N:1]12[CH2:8][CH2:7][C:4]([C:9]([C:17]3[CH:22]=[CH:21][CH:20]=[CH:19][CH:18]=3)([C:11]3[CH:16]=[CH:15][CH:14]=[CH:13][CH:12]=3)[OH:10])([CH2:5][CH2:6]1)[CH2:3][CH2:2]2.[Br:23][CH2:24][CH2:25][CH2:26][N:27]1[C:35](=[O:36])[C:34]2[C:29](=[CH:30][CH:31]=[CH:32][CH:33]=2)[C:28]1=[O:37]. The catalyst is CC#N. The product is [Br-:23].[O:37]=[C:28]1[C:29]2[C:34](=[CH:33][CH:32]=[CH:31][CH:30]=2)[C:35](=[O:36])[N:27]1[CH2:26][CH2:25][CH2:24][N+:1]12[CH2:6][CH2:5][C:4]([C:9]([OH:10])([C:17]3[CH:22]=[CH:21][CH:20]=[CH:19][CH:18]=3)[C:11]3[CH:12]=[CH:13][CH:14]=[CH:15][CH:16]=3)([CH2:3][CH2:2]1)[CH2:7][CH2:8]2. The yield is 0.824. (9) The reactants are [C:1]([Si:5]([CH3:26])([CH3:25])[O:6][C@@H:7]1[CH2:11][C:10](=[O:12])[C:9]([CH2:13]/[CH:14]=[CH:15]\[CH2:16][CH2:17][CH2:18][C:19]([O:21][CH:22]([CH3:24])[CH3:23])=[O:20])=[CH:8]1)([CH3:4])([CH3:3])[CH3:2].[C:27]1(/[CH:33]=[CH:34]/B(O)O)[CH:32]=[CH:31][CH:30]=[CH:29][CH:28]=1.[OH-].[K+]. The catalyst is CO. The product is [C:1]([Si:5]([CH3:25])([CH3:26])[O:6][C@@H:7]1[CH2:11][C:10](=[O:12])[CH:9]([CH2:13]/[CH:14]=[CH:15]\[CH2:16][CH2:17][CH2:18][C:19]([O:21][CH:22]([CH3:23])[CH3:24])=[O:20])[C@H:8]1[CH:34]=[CH:33][C:27]1[CH:32]=[CH:31][CH:30]=[CH:29][CH:28]=1)([CH3:3])([CH3:4])[CH3:2]. The yield is 0.960.